The task is: Predict the reaction yield, written as a fraction of the theoretical maximum amount of product (1.0 means a 100% yield; for example, 0.34 means a 34% yield).. This data is from Reaction yield outcomes from USPTO patents with 853,638 reactions. (1) The reactants are Br[CH2:2][C:3]([NH:5][C:6]1[CH:11]=[C:10]([O:12][C:13]([F:16])([F:15])[F:14])[CH:9]=[CH:8][C:7]=1[OH:17])=[O:4].C(=O)([O-])[O-].[K+].[K+].CC#N.O.FC(F)(F)C(O)=O. The catalyst is CN(C)C=O.C(OCC)(=O)C. The product is [F:14][C:13]([F:16])([F:15])[O:12][C:10]1[CH:9]=[CH:8][C:7]2[O:17][CH2:2][C:3](=[O:4])[NH:5][C:6]=2[CH:11]=1. The yield is 0.910. (2) The yield is 0.740. The catalyst is CN(C=O)C. The reactants are [CH3:1][C:2]1[CH:13]=[CH:12][C:5]2[NH:6][C:7](=[O:11])[O:8][C:9](=[O:10])[C:4]=2[CH:3]=1.[H-].[Na+].[CH3:16]I. The product is [CH3:16][N:6]1[C:5]2[CH:12]=[CH:13][C:2]([CH3:1])=[CH:3][C:4]=2[C:9](=[O:10])[O:8][C:7]1=[O:11]. (3) The reactants are [Cl:1][C:2]1[C:9]([N+:10]([O-:12])=[O:11])=[CH:8][CH:7]=[C:6](F)[C:3]=1[C:4]#[N:5].C(O)(=O)C(O)=O.[CH2:20]([NH:22]N)[CH3:21].C([O-])([O-])=O.[K+].[K+].C[N:31](C=O)C. No catalyst specified. The product is [Cl:1][C:2]1[C:9]([N+:10]([O-:12])=[O:11])=[CH:8][CH:7]=[C:6]2[C:3]=1[C:4]([NH2:31])=[N:5][N:22]2[CH2:20][CH3:21]. The yield is 0.560. (4) The reactants are Br[CH2:2][CH2:3][CH2:4][N:5]1[C:9]2[C:10]([N:14]([CH2:17][CH3:18])[CH2:15][CH3:16])=[CH:11][CH:12]=[CH:13][C:8]=2[N:7]=[C:6]1[C:19]([C:21]1[CH:26]=[CH:25][C:24]([Cl:27])=[CH:23][C:22]=1[Cl:28])=O.C1(P(C2C=CC=CC=2)C2C=CC=CC=2)C=CC=CC=1.C1(C)C=CC=CC=1.CC(C)([O-])C.[K+]. The catalyst is C(#N)C.C(OCC)(=O)C.O1CCCC1. The product is [Cl:28][C:22]1[CH:23]=[C:24]([Cl:27])[CH:25]=[CH:26][C:21]=1[C:19]1[C:6]2=[N:7][C:8]3[CH:13]=[CH:12][CH:11]=[C:10]([N:14]([CH2:17][CH3:18])[CH2:15][CH3:16])[C:9]=3[N:5]2[CH2:4][CH2:3][CH:2]=1. The yield is 0.230. (5) The reactants are [ClH:1].C(OC([N:9]1[CH2:14][CH2:13][CH:12]([C:15]([N:17]2[CH2:26][CH2:25][C:24]3[C:19](=[CH:20][C:21]([O:29][CH3:30])=[C:22]([O:27][CH3:28])[CH:23]=3)[CH2:18]2)=[O:16])[CH2:11][CH2:10]1)=O)(C)(C)C. The catalyst is CCOCC.C(OCC)(=O)C. The product is [ClH:1].[CH3:28][O:27][C:22]1[CH:23]=[C:24]2[C:19](=[CH:20][C:21]=1[O:29][CH3:30])[CH2:18][N:17]([C:15]([CH:12]1[CH2:13][CH2:14][NH:9][CH2:10][CH2:11]1)=[O:16])[CH2:26][CH2:25]2. The yield is 0.950. (6) The reactants are C([O-])([O-])=O.[Cs+].[Cs+].Br[C:8]1[CH:9]=[C:10]([C:15]2[N:16]=[N:17][N:18]([CH:20]([CH3:22])[CH3:21])[CH:19]=2)[C:11]([NH2:14])=[N:12][CH:13]=1.[Cl:23][C:24]1[CH:25]=[C:26](B(O)O)[CH:27]=[C:28]([C:30]([N:32]2[CH2:37][CH2:36][O:35][CH2:34][CH2:33]2)=[O:31])[CH:29]=1. The catalyst is O1CCOCC1.O.C1C=CC([P]([Pd]([P](C2C=CC=CC=2)(C2C=CC=CC=2)C2C=CC=CC=2)([P](C2C=CC=CC=2)(C2C=CC=CC=2)C2C=CC=CC=2)[P](C2C=CC=CC=2)(C2C=CC=CC=2)C2C=CC=CC=2)(C2C=CC=CC=2)C2C=CC=CC=2)=CC=1. The product is [NH2:14][C:11]1[N:12]=[CH:13][C:8]([C:26]2[CH:27]=[C:28]([C:30]([N:32]3[CH2:33][CH2:34][O:35][CH2:36][CH2:37]3)=[O:31])[CH:29]=[C:24]([Cl:23])[CH:25]=2)=[CH:9][C:10]=1[C:15]1[N:16]=[N:17][N:18]([CH:20]([CH3:22])[CH3:21])[CH:19]=1. The yield is 0.470. (7) The reactants are [N:1]12[CH2:8][CH2:7][C:4]([C:9]([C:17]3[CH:22]=[CH:21][CH:20]=[CH:19][CH:18]=3)([C:11]3[CH:16]=[CH:15][CH:14]=[CH:13][CH:12]=3)[OH:10])([CH2:5][CH2:6]1)[CH2:3][CH2:2]2.[Br:23][CH2:24][CH2:25][CH2:26]Br. The catalyst is CC#N. The product is [Br-:23].[Br:23][CH2:24][CH2:25][CH2:26][N+:1]12[CH2:6][CH2:5][C:4]([C:9]([OH:10])([C:17]3[CH:22]=[CH:21][CH:20]=[CH:19][CH:18]=3)[C:11]3[CH:12]=[CH:13][CH:14]=[CH:15][CH:16]=3)([CH2:3][CH2:2]1)[CH2:7][CH2:8]2. The yield is 0.431.